This data is from Catalyst prediction with 721,799 reactions and 888 catalyst types from USPTO. The task is: Predict which catalyst facilitates the given reaction. Reactant: [F:1][C:2]([F:26])([S:22]([O-:25])(=[O:24])=[O:23])[C:3]([F:21])([F:20])[CH2:4][CH2:5][O:6][C:7]([C:9]12[CH2:18][CH:13]3[CH2:14][CH:15]([CH2:17][C:11]([OH:19])([CH2:12]3)[CH2:10]1)[CH2:16]2)=[O:8].[Na+:27].ClCCl.[F:31][C:32]([F:43])([F:42])[C:33](O[C:33](=[O:34])[C:32]([F:43])([F:42])[F:31])=[O:34]. Product: [F:26][C:2]([F:1])([S:22]([O-:25])(=[O:24])=[O:23])[C:3]([F:20])([F:21])[CH2:4][CH2:5][O:6][C:7]([C:9]12[CH2:16][CH:15]3[CH2:14][CH:13]([CH2:12][C:11]([O:19][C:33](=[O:34])[C:32]([F:43])([F:42])[F:31])([CH2:17]3)[CH2:10]1)[CH2:18]2)=[O:8].[Na+:27]. The catalyst class is: 66.